This data is from Reaction yield outcomes from USPTO patents with 853,638 reactions. The task is: Predict the reaction yield, written as a fraction of the theoretical maximum amount of product (1.0 means a 100% yield; for example, 0.34 means a 34% yield). (1) The product is [CH3:1][O:2][C:3]1[CH:4]=[CH:5][C:6]2[C:10]([O:11][C:12]3[CH:17]=[CH:16][C:15](/[CH:18]=[CH:19]/[C:20]([OH:22])=[O:21])=[CH:14][CH:13]=3)=[C:9]([C:24]3[CH:25]=[CH:26][C:27]([O:30][CH3:31])=[CH:28][CH:29]=3)[S:8][C:7]=2[CH:32]=1. The catalyst is C(Cl)Cl.CO. The reactants are [CH3:1][O:2][C:3]1[CH:4]=[CH:5][C:6]2[C:10]([O:11][C:12]3[CH:17]=[CH:16][C:15](/[CH:18]=[CH:19]/[C:20]([O:22]C)=[O:21])=[CH:14][CH:13]=3)=[C:9]([C:24]3[CH:29]=[CH:28][C:27]([O:30][CH3:31])=[CH:26][CH:25]=3)[S:8][C:7]=2[CH:32]=1.C1COCC1.O.[Li+].[OH-]. The yield is 0.920. (2) The reactants are [Br:1][C:2]1[CH:3]=[C:4]2[C:10]([CH:11]([C:13]3[C:18]([F:19])=[CH:17][CH:16]=[C:15]([O:20][CH2:21][CH2:22][O:23]C4CCCCO4)[C:14]=3[F:30])O)=[CH:9][NH:8][C:5]2=[N:6][CH:7]=1.FC(F)(F)C(O)=O.C([SiH](CC)CC)C. The catalyst is C(#N)C. The product is [Br:1][C:2]1[CH:3]=[C:4]2[C:10]([CH2:11][C:13]3[C:14]([F:30])=[C:15]([CH:16]=[CH:17][C:18]=3[F:19])[O:20][CH2:21][CH2:22][OH:23])=[CH:9][NH:8][C:5]2=[N:6][CH:7]=1. The yield is 0.350.